From a dataset of NCI-60 drug combinations with 297,098 pairs across 59 cell lines. Regression. Given two drug SMILES strings and cell line genomic features, predict the synergy score measuring deviation from expected non-interaction effect. (1) Drug 1: C1CN1P(=S)(N2CC2)N3CC3. Drug 2: C1CCC(C(C1)N)N.C(=O)(C(=O)[O-])[O-].[Pt+4]. Cell line: HOP-92. Synergy scores: CSS=26.0, Synergy_ZIP=-8.44, Synergy_Bliss=-1.27, Synergy_Loewe=-0.761, Synergy_HSA=3.14. (2) Drug 1: CCN(CC)CCNC(=O)C1=C(NC(=C1C)C=C2C3=C(C=CC(=C3)F)NC2=O)C. Drug 2: C1C(C(OC1N2C=NC(=NC2=O)N)CO)O. Cell line: OVCAR-4. Synergy scores: CSS=20.9, Synergy_ZIP=4.04, Synergy_Bliss=5.14, Synergy_Loewe=-3.99, Synergy_HSA=3.77. (3) Drug 1: CC(C1=C(C=CC(=C1Cl)F)Cl)OC2=C(N=CC(=C2)C3=CN(N=C3)C4CCNCC4)N. Drug 2: COCCOC1=C(C=C2C(=C1)C(=NC=N2)NC3=CC=CC(=C3)C#C)OCCOC.Cl. Cell line: OVCAR3. Synergy scores: CSS=20.8, Synergy_ZIP=2.53, Synergy_Bliss=7.18, Synergy_Loewe=1.77, Synergy_HSA=4.90. (4) Drug 1: CS(=O)(=O)CCNCC1=CC=C(O1)C2=CC3=C(C=C2)N=CN=C3NC4=CC(=C(C=C4)OCC5=CC(=CC=C5)F)Cl. Drug 2: CC1=C(N=C(N=C1N)C(CC(=O)N)NCC(C(=O)N)N)C(=O)NC(C(C2=CN=CN2)OC3C(C(C(C(O3)CO)O)O)OC4C(C(C(C(O4)CO)O)OC(=O)N)O)C(=O)NC(C)C(C(C)C(=O)NC(C(C)O)C(=O)NCCC5=NC(=CS5)C6=NC(=CS6)C(=O)NCCC[S+](C)C)O. Cell line: MDA-MB-435. Synergy scores: CSS=4.97, Synergy_ZIP=-3.14, Synergy_Bliss=-1.65, Synergy_Loewe=0.285, Synergy_HSA=0.486. (5) Drug 1: CCCS(=O)(=O)NC1=C(C(=C(C=C1)F)C(=O)C2=CNC3=C2C=C(C=N3)C4=CC=C(C=C4)Cl)F. Drug 2: CCC1=C2CN3C(=CC4=C(C3=O)COC(=O)C4(CC)O)C2=NC5=C1C=C(C=C5)O. Cell line: PC-3. Synergy scores: CSS=20.1, Synergy_ZIP=0.963, Synergy_Bliss=6.40, Synergy_Loewe=-11.2, Synergy_HSA=5.10. (6) Drug 1: COC1=C(C=C2C(=C1)N=CN=C2NC3=CC(=C(C=C3)F)Cl)OCCCN4CCOCC4. Drug 2: CC1=C2C(C(=O)C3(C(CC4C(C3C(C(C2(C)C)(CC1OC(=O)C(C(C5=CC=CC=C5)NC(=O)OC(C)(C)C)O)O)OC(=O)C6=CC=CC=C6)(CO4)OC(=O)C)O)C)O. Cell line: MDA-MB-435. Synergy scores: CSS=75.6, Synergy_ZIP=7.62, Synergy_Bliss=8.10, Synergy_Loewe=-23.0, Synergy_HSA=8.79. (7) Drug 1: CCCS(=O)(=O)NC1=C(C(=C(C=C1)F)C(=O)C2=CNC3=C2C=C(C=N3)C4=CC=C(C=C4)Cl)F. Drug 2: C1=NC(=NC(=O)N1C2C(C(C(O2)CO)O)O)N. Cell line: SK-OV-3. Synergy scores: CSS=-0.622, Synergy_ZIP=1.10, Synergy_Bliss=2.43, Synergy_Loewe=0.942, Synergy_HSA=1.18. (8) Drug 1: C1CC(=O)NC(=O)C1N2C(=O)C3=CC=CC=C3C2=O. Drug 2: CC1=C(C(=O)C2=C(C1=O)N3CC4C(C3(C2COC(=O)N)OC)N4)N. Cell line: 786-0. Synergy scores: CSS=13.1, Synergy_ZIP=-6.22, Synergy_Bliss=3.28, Synergy_Loewe=-24.2, Synergy_HSA=1.57. (9) Drug 1: CC1=C(C(CCC1)(C)C)C=CC(=CC=CC(=CC(=O)O)C)C. Drug 2: CCN(CC)CCNC(=O)C1=C(NC(=C1C)C=C2C3=C(C=CC(=C3)F)NC2=O)C. Cell line: HS 578T. Synergy scores: CSS=15.2, Synergy_ZIP=-3.80, Synergy_Bliss=-1.10, Synergy_Loewe=-0.0627, Synergy_HSA=0.278.